This data is from HIV replication inhibition screening data with 41,000+ compounds from the AIDS Antiviral Screen. The task is: Binary Classification. Given a drug SMILES string, predict its activity (active/inactive) in a high-throughput screening assay against a specified biological target. (1) The molecule is NNC1=NC(=Cc2ccco2)C(Cl)=N1. The result is 0 (inactive). (2) The compound is CC(=O)CSc1sc(C(C)=O)c(N)c1C#N. The result is 0 (inactive). (3) The compound is O=C1C=C(Nc2ccc(Cl)cc2Cl)C(=O)C=C1Nc1ccc(Cl)cc1Cl. The result is 0 (inactive). (4) The compound is COc1ccc(C(C#N)NNC(=O)c2ccccc2O)cc1OC. The result is 0 (inactive). (5) The compound is CCCc1cc(-c2ccc(-c3cc(CCC)c(C=O)[nH]3)s2)[nH]c1C=O. The result is 0 (inactive).